Predict the product of the given reaction. From a dataset of Forward reaction prediction with 1.9M reactions from USPTO patents (1976-2016). (1) Given the reactants C([O:3][C:4](=[O:36])[C@@H:5]([O:33][CH2:34][CH3:35])[CH2:6][C:7]1[CH:12]=[CH:11][C:10]([O:13][CH2:14][C:15]2[O:16][C:17]([C:21]3[CH:26]=[CH:25][C:24]([C:27]4[O:31][N:30]=[C:29]([CH3:32])[CH:28]=4)=[CH:23][CH:22]=3)=[CH:18][C:19]=2[CH3:20])=[CH:9][CH:8]=1)C.C(OC(=O)[C@@H](OCC)CC1C=CC(OCC2OC(Br)=CC=2C)=CC=1)C.CC1C=C(C2C=CC(B3OC(C)(C)C(C)(C)O3)=CC=2)ON=1, predict the reaction product. The product is: [CH2:34]([O:33][C@@H:5]([CH2:6][C:7]1[CH:8]=[CH:9][C:10]([O:13][CH2:14][C:15]2[O:16][C:17]([C:21]3[CH:22]=[CH:23][C:24]([C:27]4[O:31][N:30]=[C:29]([CH3:32])[CH:28]=4)=[CH:25][CH:26]=3)=[CH:18][C:19]=2[CH3:20])=[CH:11][CH:12]=1)[C:4]([OH:36])=[O:3])[CH3:35]. (2) Given the reactants [C:1]([O:5][C:6]([N:8]1[CH2:13][CH2:12][N:11]([CH:14]([C:21](O)=[O:22])[C:15]2[CH:20]=[CH:19][CH:18]=[CH:17][CH:16]=2)[CH2:10][CH2:9]1)=[O:7])([CH3:4])([CH3:3])[CH3:2], predict the reaction product. The product is: [C:1]([O:5][C:6]([N:8]1[CH2:9][CH2:10][N:11]([CH:14]([C:15]2[CH:16]=[CH:17][CH:18]=[CH:19][CH:20]=2)[CH2:21][OH:22])[CH2:12][CH2:13]1)=[O:7])([CH3:4])([CH3:2])[CH3:3]. (3) Given the reactants [C:1]([N+:5]#[C-:6])([CH3:4])([CH3:3])[CH3:2].[Cl:7][C:8]1[CH:13]=[CH:12][C:11]([C:14]2([C@@H:19]3[CH2:24][CH2:23][C@H:22]([C:25](=O)[CH2:26][CH2:27][CH:28]=[CH2:29])[CH2:21][CH2:20]3)[O:18][CH2:17][CH2:16][O:15]2)=[CH:10][CH:9]=1.[C:31]([O-:34])(=O)[CH3:32].[NH4+:35].[OH2:36], predict the reaction product. The product is: [C:1]([NH:5][C:6](=[O:36])[C:25]([NH:35][C:31](=[O:34])[CH3:32])([C@H:22]1[CH2:21][CH2:20][C@@H:19]([C:14]2([C:11]3[CH:12]=[CH:13][C:8]([Cl:7])=[CH:9][CH:10]=3)[O:18][CH2:17][CH2:16][O:15]2)[CH2:24][CH2:23]1)[CH2:26][CH2:27][CH:28]=[CH2:29])([CH3:4])([CH3:3])[CH3:2]. (4) Given the reactants COC(=O)[C:4]1[C:9]([OH:10])=[C:8]([N+:11]([O-:13])=[O:12])[C:7]([OH:14])=[N:6][C:5]=1[CH2:15][O:16][CH3:17], predict the reaction product. The product is: [CH3:17][O:16][CH2:15][C:5]1[N:6]=[C:7]([OH:14])[C:8]([N+:11]([O-:13])=[O:12])=[C:9]([OH:10])[CH:4]=1. (5) Given the reactants [Cl:1][C:2]1[CH:3]=[C:4]([NH:9][C:10]([C:12]2[C:16]([CH2:17][CH2:18][CH2:19][OH:20])=[N:15][O:14][N:13]=2)=[O:11])[CH:5]=[CH:6][C:7]=1[F:8].[CH3:21][S:22](Cl)(=[O:24])=[O:23], predict the reaction product. The product is: [CH3:21][S:22]([O:20][CH2:19][CH2:18][CH2:17][C:16]1[C:12]([C:10]([NH:9][C:4]2[CH:5]=[CH:6][C:7]([F:8])=[C:2]([Cl:1])[CH:3]=2)=[O:11])=[N:13][O:14][N:15]=1)(=[O:24])=[O:23]. (6) Given the reactants [NH2:1][C:2]1[CH:7]=[CH:6][CH:5]=[C:4]([CH3:8])[N:3]=1.[N+:9]([C:11]1[CH:20]=[CH:19][C:14]2[O:15][CH2:16][CH2:17][O:18][C:13]=2[CH:12]=1)#[C-:10].[F:21][C:22]1[CH:23]=[C:24]([CH:27]=[C:28]([F:32])[C:29]=1[CH:30]=O)[C:25]#[N:26], predict the reaction product. The product is: [O:15]1[CH2:16][CH2:17][O:18][C:13]2[CH:12]=[C:11]([NH:9][C:10]3[N:3]4[C:4]([CH3:8])=[CH:5][CH:6]=[CH:7][C:2]4=[N:1][C:30]=3[C:29]3[C:28]([F:32])=[CH:27][C:24]([C:25]#[N:26])=[CH:23][C:22]=3[F:21])[CH:20]=[CH:19][C:14]1=2. (7) Given the reactants [N+:1]([O-:4])(O)=[O:2].[Br:5][C:6]1[CH:11]=[CH:10][C:9]([O:12][CH3:13])=[C:8]([O:14][CH3:15])[CH:7]=1, predict the reaction product. The product is: [Br:5][C:6]1[CH:7]=[C:8]([O:14][CH3:15])[C:9]([O:12][CH3:13])=[CH:10][C:11]=1[N+:1]([O-:4])=[O:2].